From a dataset of Catalyst prediction with 721,799 reactions and 888 catalyst types from USPTO. Predict which catalyst facilitates the given reaction. (1) Reactant: CC(C)([O-])C.[K+].[F:7][C:8]1[CH:13]=[CH:12][CH:11]=[C:10]([F:14])[C:9]=1[CH:15]=[CH:16][C:17]([O:19][CH3:20])=[O:18].[C:21]1([CH2:27][C:28]#[N:29])[CH:26]=[CH:25][CH:24]=[CH:23][CH:22]=1. Product: [C:28]([CH:27]([C:21]1[CH:26]=[CH:25][CH:24]=[CH:23][CH:22]=1)[CH:15]([C:9]1[C:8]([F:7])=[CH:13][CH:12]=[CH:11][C:10]=1[F:14])[CH2:16][C:17]([O:19][CH3:20])=[O:18])#[N:29]. The catalyst class is: 11. (2) Reactant: [C:1]1(O)[C:5](=[O:6])[C:3](=O)[C:2]=1[OH:7].[CH3:9][N:10]([C:14]1[CH:19]=[CH:18][CH:17]=[C:16]([NH:20][C:21]([CH3:23])=[O:22])[CH:15]=1)[CH2:11][CH2:12][OH:13].[CH3:24][CH2:25][CH2:26][CH2:27]O. Product: [NH:20]([C:16]1[CH:15]=[C:14]([N:10]([CH2:11][CH2:12][OH:13])[CH3:9])[CH:19]=[CH:18][C:17]=1[C:3]1[C:2]([OH:7])=[C:1]([C:27]2[CH:26]=[CH:25][C:24]([N:10]([CH2:11][CH2:12][OH:13])[CH3:9])=[CH:15][C:16]=2[NH:20][C:21]([CH3:23])=[O:22])[C:5]=1[OH:6])[C:21]([CH3:23])=[O:22]. The catalyst class is: 11. (3) Reactant: [NH2:1][CH2:2][CH2:3][O:4][CH2:5][CH2:6][O:7][CH2:8][CH2:9][NH:10][C:11](=[O:17])[O:12][C:13]([CH3:16])([CH3:15])[CH3:14].[Br:18][CH2:19][C:20](Br)=[O:21].CCN(C(C)C)C(C)C. Product: [Br:18][CH2:19][C:20]([NH:1][CH2:2][CH2:3][O:4][CH2:5][CH2:6][O:7][CH2:8][CH2:9][NH:10][C:11](=[O:17])[O:12][C:13]([CH3:14])([CH3:16])[CH3:15])=[O:21]. The catalyst class is: 2. (4) Reactant: [CH3:1][C:2]1[CH:3]=[C:4]([CH:20]=[CH:21][CH:22]=1)[C:5]([C@@H:7]1[CH2:12][CH2:11][CH2:10][N:9]([C:13]([O:15][C:16]([CH3:19])([CH3:18])[CH3:17])=[O:14])[CH2:8]1)=[O:6].C1(C)C=CC=CC=1.CO. Product: [OH:6][C@H:5]([C:4]1[CH:3]=[C:2]([CH3:1])[CH:22]=[CH:21][CH:20]=1)[C@@H:7]1[CH2:12][CH2:11][CH2:10][N:9]([C:13]([O:15][C:16]([CH3:17])([CH3:18])[CH3:19])=[O:14])[CH2:8]1. The catalyst class is: 49. (5) Reactant: [CH2:1]([C@@:3]1([C:28](Cl)=[O:29])[CH2:8][CH2:7][C:6]2[C:9]3[C:14]([NH:15][C:16]4[CH:17]=[C:18]5[C:22](=[CH:23][C:24]=4[O:25][CH3:26])[NH:21][N:20]=[CH:19]5)=[N:13][CH:12]=[N:11][C:10]=3[S:27][C:5]=2[CH2:4]1)[CH3:2].[CH3:31][C@@H:32]1[CH2:37][O:36][CH2:35][CH2:34][NH:33]1. Product: [CH2:1]([C@@:3]1([C:28]([N:33]2[CH2:34][CH2:35][O:36][CH2:37][C@H:32]2[CH3:31])=[O:29])[CH2:8][CH2:7][C:6]2[C:9]3[C:14]([NH:15][C:16]4[CH:17]=[C:18]5[C:22](=[CH:23][C:24]=4[O:25][CH3:26])[NH:21][N:20]=[CH:19]5)=[N:13][CH:12]=[N:11][C:10]=3[S:27][C:5]=2[CH2:4]1)[CH3:2]. The catalyst class is: 80. (6) Reactant: ClC1C(=O)C(C#N)=C(C#N)C(=O)C=1Cl.[Br:15][C:16]1[C:26]2[C:27]3[C:19]([CH2:20][CH2:21][C:22]=3[CH:23]=[CH:24][CH:25]=2)=[CH:18][CH:17]=1. Product: [Br:15][C:16]1[C:26]2[C:27]3[C:19]([CH:20]=[CH:21][C:22]=3[CH:23]=[CH:24][CH:25]=2)=[CH:18][CH:17]=1. The catalyst class is: 48. (7) Reactant: [CH2:1]([N:8]1[CH2:13][CH2:12][N:11]([C:14](=O)[CH2:15][CH2:16][C:17]2([C:23]3[CH:28]=[CH:27][C:26]([F:29])=[CH:25][CH:24]=3)[CH2:22][CH2:21][CH2:20][CH2:19][CH2:18]2)[CH2:10][CH2:9]1)[C:2]1[CH:7]=[CH:6][CH:5]=[CH:4][CH:3]=1.[Li].O.[OH-].[Na+]. Product: [CH2:1]([N:8]1[CH2:9][CH2:10][N:11]([CH2:14][CH2:15][CH2:16][C:17]2([C:23]3[CH:28]=[CH:27][C:26]([F:29])=[CH:25][CH:24]=3)[CH2:22][CH2:21][CH2:20][CH2:19][CH2:18]2)[CH2:12][CH2:13]1)[C:2]1[CH:3]=[CH:4][CH:5]=[CH:6][CH:7]=1. The catalyst class is: 7.